Task: Predict the reaction yield, written as a fraction of the theoretical maximum amount of product (1.0 means a 100% yield; for example, 0.34 means a 34% yield).. Dataset: Reaction yield outcomes from USPTO patents with 853,638 reactions (1) The reactants are [N:1]1[CH:6]=[C:5]([NH2:7])[CH:4]=[CH:3][C:2]=1[NH2:8].O[CH2:10][CH:11]([CH2:13]O)O.[N+](C1C=C(S([O-])(=O)=O)C=CC=1)([O-])=O.[Na+].S(=O)(=O)(O)O.[OH-].[Na+]. The catalyst is O. The product is [N:1]1[C:6]2[C:5](=[N:7][CH:10]=[CH:11][CH:13]=2)[CH:4]=[CH:3][C:2]=1[NH2:8]. The yield is 0.410. (2) The reactants are [NH2:1][C:2]1[N:10]=[C:9]2[N:4]([C:5]([O:13][CH3:14])=[N:6][CH:7]=[C:8]2[O:11][CH3:12])[N:3]=1.[CH3:15][O:16][C:17]1[CH:21]=[CH:20][S:19][C:18]=1[S:22](Cl)(=[O:24])=[O:23].N1C=CC=CC=1.CS(C)=O. The catalyst is C(#N)C. The product is [CH3:15][O:16][C:17]1[CH:21]=[CH:20][S:19][C:18]=1[S:22]([NH:1][C:2]1[N:10]=[C:9]2[N:4]([C:5]([O:13][CH3:14])=[N:6][CH:7]=[C:8]2[O:11][CH3:12])[N:3]=1)(=[O:24])=[O:23]. The yield is 0.500. (3) The catalyst is N1C=CC=CC=1. The product is [CH3:1][C:2]1[C:10]([N+:11]([O-:13])=[O:12])=[CH:9][C:5]([C:6]([NH2:20])=[O:7])=[CH:4][C:3]=1[N+:14]([O-:16])=[O:15]. The reactants are [CH3:1][C:2]1[C:10]([N+:11]([O-:13])=[O:12])=[CH:9][C:5]([C:6](O)=[O:7])=[CH:4][C:3]=1[N+:14]([O-:16])=[O:15].S(N)([NH2:20])(=O)=O.O. The yield is 0.913. (4) The reactants are [C:1]1([C:6]2[N:7]([Si:11]([CH:18]([CH3:20])[CH3:19])([CH:15]([CH3:17])[CH3:16])[CH:12]([CH3:14])[CH3:13])[CH:8]=[CH:9][CH:10]=2)[CH2:5][CH2:4][CH2:3][CH:2]=1.C1(C2C=CN([Si](C(C)C)(C(C)C)C(C)C)C=2)CCCC=1.[C:41]([O:50][CH2:51][CH3:52])(=[O:49])/[CH:42]=[CH:43]/[C:44]([O:46][CH2:47][CH3:48])=[O:45].C(C1C(=O)C(Cl)=C(Cl)C(=O)C=1C#N)#N. The catalyst is C1C=CC=CC=1. The product is [CH:12]([Si:11]([CH:15]([CH3:17])[CH3:16])([CH:18]([CH3:20])[CH3:19])[N:7]1[C:6]2[C:10](=[C:42]([C:41]([O:50][CH2:51][CH3:52])=[O:49])[C:43]([C:44]([O:46][CH2:47][CH3:48])=[O:45])=[C:2]3[CH2:3][CH2:4][CH2:5][C:1]3=2)[CH:9]=[CH:8]1)([CH3:13])[CH3:14]. The yield is 0.210. (5) The reactants are [Br:1][C:2]1[CH:3]=[C:4]2[C:9](=[CH:10][CH:11]=1)[O:8][CH:7]([C:12]1[CH:17]=[CH:16][CH:15]=[CH:14][CH:13]=1)[CH2:6][C:5]2=O.[CH3:19][C:20]([S:23]([NH2:26])(=O)=[O:24])([CH3:22])[CH3:21]. The catalyst is C1COCC1.[Cl-].[Na+].O. The product is [Br:1][C:2]1[CH:3]=[C:4]2[C:9](=[CH:10][CH:11]=1)[O:8][CH:7]([C:12]1[CH:17]=[CH:16][CH:15]=[CH:14][CH:13]=1)[CH2:6][C:5]2=[N:26][S:23]([C:20]([CH3:22])([CH3:21])[CH3:19])=[O:24]. The yield is 0.390. (6) The reactants are [Cl:1][C:2]1[N:7]=[CH:6][C:5]([C:8]([OH:10])=[O:9])=[CH:4][CH:3]=1.[C:11](OC(O[C:11]([CH3:14])([CH3:13])[CH3:12])N(C)C)([CH3:14])([CH3:13])[CH3:12]. The catalyst is C1(C)C=CC=CC=1.CCOC(C)=O. The product is [Cl:1][C:2]1[N:7]=[CH:6][C:5]([C:8]([O:10][C:11]([CH3:14])([CH3:13])[CH3:12])=[O:9])=[CH:4][CH:3]=1. The yield is 0.860. (7) The reactants are [Cl:1][C:2]1[CH:7]=[CH:6][C:5]([OH:8])=[CH:4][N:3]=1.[F:9][C:10]([F:21])([F:20])[C:11]1[CH:16]=[CH:15][C:14](B(O)O)=[CH:13][CH:12]=1. The catalyst is C(Cl)Cl.O.C([O-])(=O)C.[Cu+2].C([O-])(=O)C. The product is [Cl:1][C:2]1[CH:7]=[CH:6][C:5]([O:8][C:14]2[CH:15]=[CH:16][C:11]([C:10]([F:21])([F:20])[F:9])=[CH:12][CH:13]=2)=[CH:4][N:3]=1. The yield is 0.260.